Regression/Classification. Given a drug SMILES string, predict its absorption, distribution, metabolism, or excretion properties. Task type varies by dataset: regression for continuous measurements (e.g., permeability, clearance, half-life) or binary classification for categorical outcomes (e.g., BBB penetration, CYP inhibition). For this dataset (b3db_regression), we predict Y. From a dataset of Blood-brain barrier permeability regression values from the B3DB database. (1) The drug is CC1CC(=CC(=O)C1C(=O)OC)NC2=CC(=CC=C2)OC(F)(F)F. The Y is -0.170 log(BB ratio). (2) The drug is CCCN(CCC)CCC1=C2CC(=O)NC2=CC=C1. The Y is 0.200 log(BB ratio). (3) The drug is C1CN(CCC1CC2=CC=C(C=C2)F)CCS(=O)C3=CC4=C(C=C3)NC(=O)O4. The Y is -0.520 log(BB ratio). (4) The molecule is C1=CC(=C(N=C1)CSCCNC2=C(C=CN2)[N+](=O)[O-])Br. The Y is -0.670 log(BB ratio). (5) The molecule is C1=CC=C(C(=C1)C(=O)NCC(=O)O)O. The Y is -0.440 log(BB ratio). (6) The molecule is CC(=O)OC1=CC=CC=C1C(=O)[O-]. The Y is -0.500 log(BB ratio).